Dataset: NCI-60 drug combinations with 297,098 pairs across 59 cell lines. Task: Regression. Given two drug SMILES strings and cell line genomic features, predict the synergy score measuring deviation from expected non-interaction effect. Drug 1: CCCCCOC(=O)NC1=NC(=O)N(C=C1F)C2C(C(C(O2)C)O)O. Drug 2: CC1=C(C(=CC=C1)Cl)NC(=O)C2=CN=C(S2)NC3=CC(=NC(=N3)C)N4CCN(CC4)CCO. Cell line: 786-0. Synergy scores: CSS=2.68, Synergy_ZIP=-2.66, Synergy_Bliss=-1.22, Synergy_Loewe=-2.51, Synergy_HSA=-2.46.